From a dataset of Reaction yield outcomes from USPTO patents with 853,638 reactions. Predict the reaction yield, written as a fraction of the theoretical maximum amount of product (1.0 means a 100% yield; for example, 0.34 means a 34% yield). (1) The reactants are [CH:1]1([CH:7]([NH:19][C:20]2[CH:21]=[CH:22][C:23]([C:26]([OH:28])=O)=[N:24][CH:25]=2)[C:8]2[O:9][C:10]3[CH:17]=[CH:16][C:15]([F:18])=[CH:14][C:11]=3[C:12]=2[CH3:13])[CH2:6][CH2:5][CH2:4][CH2:3][CH2:2]1.Cl.[CH2:30]([O:32][C:33](=[O:37])[CH2:34][CH2:35][NH2:36])[CH3:31].O.ON1C2C=CC=CC=2N=N1.Cl.C(N=C=NCCCN(C)C)C.[Cl-].[NH4+]. The catalyst is CN(C)C=O.C(N(CC)CC)C. The product is [CH:1]1([CH:7]([NH:19][C:20]2[CH:21]=[CH:22][C:23]([C:26]([NH:36][CH2:35][CH2:34][C:33]([O:32][CH2:30][CH3:31])=[O:37])=[O:28])=[N:24][CH:25]=2)[C:8]2[O:9][C:10]3[CH:17]=[CH:16][C:15]([F:18])=[CH:14][C:11]=3[C:12]=2[CH3:13])[CH2:6][CH2:5][CH2:4][CH2:3][CH2:2]1. The yield is 0.960. (2) The reactants are [OH:1][C:2]1[CH:3]=[C:4]([CH:7]=[CH:8][CH:9]=1)[CH:5]=[O:6].CC(C)([O-])C.[K+].Br[CH2:17][C:18]([O:20][CH:21]([CH3:23])[CH3:22])=[O:19]. The catalyst is CN(C=O)C. The product is [CH:21]([O:20][C:18](=[O:19])[CH2:17][O:1][C:2]1[CH:9]=[CH:8][CH:7]=[C:4]([CH:5]=[O:6])[CH:3]=1)([CH3:23])[CH3:22]. The yield is 0.650. (3) The reactants are [NH2:1][C:2]1[C:7]([CH:8]=[O:9])=[C:6]([N:10]2[CH2:15][CH2:14][CH:13]([C:16]3[N:17]([CH3:32])[CH:18]=[C:19]([C:21]4[CH:26]=[CH:25][C:24]([F:27])=[C:23]([C:28]([F:31])([F:30])[F:29])[CH:22]=4)[N:20]=3)[CH2:12][CH2:11]2)[N:5]=[CH:4][N:3]=1.[BH4-].[Na+]. The catalyst is CCO. The product is [NH2:1][C:2]1[C:7]([CH2:8][OH:9])=[C:6]([N:10]2[CH2:15][CH2:14][CH:13]([C:16]3[N:17]([CH3:32])[CH:18]=[C:19]([C:21]4[CH:26]=[CH:25][C:24]([F:27])=[C:23]([C:28]([F:31])([F:30])[F:29])[CH:22]=4)[N:20]=3)[CH2:12][CH2:11]2)[N:5]=[CH:4][N:3]=1. The yield is 0.650. (4) The reactants are [NH2:1][C:2]1[CH:3]=[CH:4][CH:5]=[C:6]2[C:11]=1[CH2:10][CH:9]([OH:12])[CH2:8][CH2:7]2.N1C=CC=CC=1.Cl[C:20]([O:22][C:23]1[CH:28]=[CH:27][CH:26]=[CH:25][CH:24]=1)=[O:21]. The catalyst is O. The product is [OH:12][CH:9]1[CH2:10][C:11]2[C:2]([NH:1][C:20](=[O:21])[O:22][C:23]3[CH:28]=[CH:27][CH:26]=[CH:25][CH:24]=3)=[CH:3][CH:4]=[CH:5][C:6]=2[CH2:7][CH2:8]1. The yield is 0.480. (5) The reactants are C(OC([N:8]1[CH2:17][C:16]2[N:12]([CH:13]=[N:14][N:15]=2)[C:11]2[CH:18]=[C:19]([F:22])[CH:20]=[CH:21][C:10]=2[CH2:9]1)=O)(C)(C)C.[F:23][C:24]([F:29])([F:28])[C:25]([OH:27])=[O:26].CO. The catalyst is C(Cl)Cl. The product is [F:23][C:24]([F:29])([F:28])[C:25]([OH:27])=[O:26].[F:22][C:19]1[CH:20]=[CH:21][C:10]2[CH2:9][NH:8][CH2:17][C:16]3[N:12]([CH:13]=[N:14][N:15]=3)[C:11]=2[CH:18]=1. The yield is 0.990. (6) The yield is 0.220. The product is [C:16]([C:13]1[CH:14]=[CH:15][C:10]2[N:9]([CH2:18][C:19]3[C:28]4[C:23](=[CH:24][CH:25]=[CH:26][CH:27]=4)[CH:22]=[CH:21][CH:20]=3)[C:8](=[O:29])[N:7]([CH2:6][CH2:5][C:4]([OH:30])=[O:3])[C:11]=2[CH:12]=1)#[N:17]. The reactants are C([O:3][C:4](=[O:30])[CH2:5][CH2:6][N:7]1[C:11]2[CH:12]=[C:13]([C:16]#[N:17])[CH:14]=[CH:15][C:10]=2[N:9]([CH2:18][C:19]2[C:28]3[C:23](=[CH:24][CH:25]=[CH:26][CH:27]=3)[CH:22]=[CH:21][CH:20]=2)[C:8]1=[O:29])C.[OH-].[Na+]. The catalyst is CO.